Dataset: Reaction yield outcomes from USPTO patents with 853,638 reactions. Task: Predict the reaction yield, written as a fraction of the theoretical maximum amount of product (1.0 means a 100% yield; for example, 0.34 means a 34% yield). The yield is 0.460. The product is [CH2:20]([NH:22][C:23]([NH:25][C:26]1[N:27]=[CH:28][C:29]([C:2]2[C:7]([O:8][CH2:9][CH:10]3[CH2:15][CH2:14][O:13][CH2:12][CH2:11]3)=[N:6][CH:5]=[C:4]([C:16]([O:18][CH3:19])=[O:17])[CH:3]=2)=[C:30]([C:32]2[S:33][CH:34]=[C:35]([C:37]([F:39])([F:40])[F:38])[N:36]=2)[CH:31]=1)=[O:24])[CH3:21]. The reactants are Br[C:2]1[CH:3]=[C:4]([C:16]([O:18][CH3:19])=[O:17])[CH:5]=[N:6][C:7]=1[O:8][CH2:9][CH:10]1[CH2:15][CH2:14][O:13][CH2:12][CH2:11]1.[CH2:20]([NH:22][C:23]([NH:25][C:26]1[CH:31]=[C:30]([C:32]2[S:33][CH:34]=[C:35]([C:37]([F:40])([F:39])[F:38])[N:36]=2)[C:29](B2OC(C)(C)C(C)(C)O2)=[CH:28][N:27]=1)=[O:24])[CH3:21].C(=O)(O)[O-].[Na+].O. The catalyst is C1(C)C=CC=CC=1.O.[Pd].C1(P(C2C=CC=CC=2)C2C=CC=CC=2)C=CC=CC=1.C1(P(C2C=CC=CC=2)C2C=CC=CC=2)C=CC=CC=1.C1(P(C2C=CC=CC=2)C2C=CC=CC=2)C=CC=CC=1.C1(P(C2C=CC=CC=2)C2C=CC=CC=2)C=CC=CC=1.C(#N)C.